This data is from Forward reaction prediction with 1.9M reactions from USPTO patents (1976-2016). The task is: Predict the product of the given reaction. (1) Given the reactants [Br:1][C:2]1[C:7](=[O:8])[N:6]([C:9]2[CH:10]=[C:11]([CH:20]=[CH:21][C:22]=2[CH3:23])[C:12]([NH:14][CH2:15][C:16]([NH:18]C)=[O:17])=[O:13])[C:5]([CH3:24])=[N:4][C:3]=1[O:25][CH2:26][C:27]1[CH:32]=[CH:31][C:30]([F:33])=[CH:29][C:28]=1[F:34].Cl.[CH3:36]NC(=O)CN, predict the reaction product. The product is: [NH2:18][C:16]([C@@H:15]([NH:14][C:12](=[O:13])[C:11]1[CH:20]=[CH:21][C:22]([CH3:23])=[C:9]([N:6]2[C:7](=[O:8])[C:2]([Br:1])=[C:3]([O:25][CH2:26][C:27]3[CH:32]=[CH:31][C:30]([F:33])=[CH:29][C:28]=3[F:34])[N:4]=[C:5]2[CH3:24])[CH:10]=1)[CH3:36])=[O:17]. (2) The product is: [Cl:1][C:2]1[N:7]=[C:6]2[S:8][C:9]([C:13]#[N:14])=[CH:10][C:5]2=[CH:4][CH:3]=1. Given the reactants [Cl:1][C:2]1[N:7]=[C:6]2[S:8][C:9](I)=[CH:10][C:5]2=[CH:4][CH:3]=1.[Cu][C:13]#[N:14], predict the reaction product. (3) Given the reactants [CH3:1][O:2][C:3]([C@@H:5]1[CH2:18][C@H:17]([OH:19])[C:16](=[O:20])[C@H:15]2[C@@:6]1([CH3:28])[CH2:7][CH2:8][C@H:9]1[C@:14]2([CH3:21])[CH2:13][C@@H:12]([C:22]2[CH:26]=[CH:25][O:24][CH:23]=2)[O:11][C:10]1=[O:27])=[O:4].CCN(CC)CC.Cl[Si:37]([CH3:40])([CH3:39])[CH3:38], predict the reaction product. The product is: [CH3:1][O:2][C:3]([C@@H:5]1[CH2:18][C@H:17]([O:19][Si:37]([CH3:40])([CH3:39])[CH3:38])[C:16](=[O:20])[C@H:15]2[C@@:6]1([CH3:28])[CH2:7][CH2:8][C@@H:9]1[C@:14]2([CH3:21])[CH2:13][C@@H:12]([C:22]2[CH:26]=[CH:25][O:24][CH:23]=2)[O:11][C:10]1=[O:27])=[O:4].